From a dataset of Forward reaction prediction with 1.9M reactions from USPTO patents (1976-2016). Predict the product of the given reaction. (1) Given the reactants [CH3:1][O:2][CH2:3][O:4][C:5]1[CH:12]=[CH:11][C:8]([CH:9]=[O:10])=[CH:7][CH:6]=1.[OH:13][CH2:14][C:15]([CH3:19])([CH2:17]O)[CH3:16].C1(C)C=CC(S([O-])(=O)=O)=CC=1.[NH+]1C=CC=CC=1.C1C=CC=CC=1, predict the reaction product. The product is: [CH3:1][O:2][CH2:3][O:4][C:5]1[CH:12]=[CH:11][C:8]([CH:9]2[O:13][CH2:14][C:15]([CH3:19])([CH3:17])[CH2:16][O:10]2)=[CH:7][CH:6]=1. (2) Given the reactants [C:1]([O:5][C:6](=[O:19])[N:7]([C@@H:9]([CH2:17][NH2:18])[CH2:10][C:11]1[CH:16]=[CH:15][CH:14]=[CH:13][CH:12]=1)[CH3:8])([CH3:4])([CH3:3])[CH3:2].C(N(CC)CC)C.[CH3:27][S:28](Cl)(=[O:30])=[O:29], predict the reaction product. The product is: [C:1]([O:5][C:6](=[O:19])[N:7]([C@H:9]([CH2:10][C:11]1[CH:16]=[CH:15][CH:14]=[CH:13][CH:12]=1)[CH2:17][NH:18][S:28]([CH3:27])(=[O:30])=[O:29])[CH3:8])([CH3:3])([CH3:2])[CH3:4]. (3) Given the reactants [OH:1][N:2]=[C:3]([C:5]1[C:9]([NH:10][CH2:11][CH2:12][NH:13][S:14]([CH3:17])(=[O:16])=[O:15])=[N:8][O:7][N:6]=1)[NH2:4].[F:18][C:19]([F:29])([F:28])[C:20]1[CH:21]=[C:22]([CH:24]=[CH:25][C:26]=1[F:27])N, predict the reaction product. The product is: [F:27][C:26]1[CH:25]=[CH:24][C:22]([NH:4][C:3]([C:5]2[C:9]([NH:10][CH2:11][CH2:12][NH:13][S:14]([CH3:17])(=[O:16])=[O:15])=[N:8][O:7][N:6]=2)=[N:2][OH:1])=[CH:21][C:20]=1[C:19]([F:18])([F:28])[F:29]. (4) Given the reactants [CH:1]1([NH:4][S:5]([C:8]2[CH:13]=[CH:12][C:11]([CH2:14][C:15]([OH:17])=O)=[CH:10][CH:9]=2)(=[O:7])=[O:6])[CH2:3][CH2:2]1.[CH3:18][O:19][C:20]1[CH:29]=[CH:28][C:27]([N:30]2[CH2:35][CH2:34][N:33]([CH3:36])[CH2:32][CH2:31]2)=[C:26]2[C:21]=1[CH2:22][CH2:23][NH:24][CH2:25]2.CN(C(ON1N=NC2C=CC=NC1=2)=[N+](C)C)C.F[P-](F)(F)(F)(F)F, predict the reaction product. The product is: [CH:1]1([NH:4][S:5]([C:8]2[CH:9]=[CH:10][C:11]([CH2:14][C:15]([N:24]3[CH2:23][CH2:22][C:21]4[C:26](=[C:27]([N:30]5[CH2:35][CH2:34][N:33]([CH3:36])[CH2:32][CH2:31]5)[CH:28]=[CH:29][C:20]=4[O:19][CH3:18])[CH2:25]3)=[O:17])=[CH:12][CH:13]=2)(=[O:6])=[O:7])[CH2:2][CH2:3]1. (5) Given the reactants Br[C:2]1[CH:3]=[C:4]([CH:37]=[CH:38][CH:39]=1)[CH2:5][N:6]1[C:10]2[CH:11]=[CH:12][C:13]([O:15][CH2:16][C:17]3[CH:26]=[CH:25][C:24]4[C:19](=[CH:20][CH:21]=[CH:22][CH:23]=4)[N:18]=3)=[CH:14][C:9]=2[N:8]=[C:7]1[CH2:27][C:28]1([C:33]([O:35][CH3:36])=[O:34])[CH2:32][CH2:31][CH2:30][CH2:29]1.CC(OC1C=CC=C(OC(C)C)C=1C1C(P(C2CCCCC2)C2CCCCC2)=CC=CC=1)C.[NH:73]1[CH2:77][CH2:76][CH2:75][CH2:74]1, predict the reaction product. The product is: [N:73]1([C:2]2[CH:3]=[C:4]([CH:37]=[CH:38][CH:39]=2)[CH2:5][N:6]2[C:10]3[CH:11]=[CH:12][C:13]([O:15][CH2:16][C:17]4[CH:26]=[CH:25][C:24]5[C:19](=[CH:20][CH:21]=[CH:22][CH:23]=5)[N:18]=4)=[CH:14][C:9]=3[N:8]=[C:7]2[CH2:27][C:28]2([C:33]([O:35][CH3:36])=[O:34])[CH2:32][CH2:31][CH2:30][CH2:29]2)[CH2:77][CH2:76][CH2:75][CH2:74]1. (6) Given the reactants O[CH2:2][C:3]1[N:7]([C:8]2[CH:9]=[C:10]([C:14]3[CH2:20][C:19](=[O:21])[NH:18][C:17]4[CH:22]=[C:23]([C:28]([F:31])([F:30])[F:29])[C:24]([O:26][CH3:27])=[CH:25][C:16]=4[N:15]=3)[CH:11]=[CH:12][CH:13]=2)[N:6]=[N:5][CH:4]=1.O=S(Cl)Cl.[Na+].[I-].[NH:38]1[CH2:42][CH2:41][CH2:40][CH2:39]1.[Cl-], predict the reaction product. The product is: [CH3:27][O:26][C:24]1[C:23]([C:28]([F:30])([F:31])[F:29])=[CH:22][C:17]2[NH:18][C:19](=[O:21])[CH2:20][C:14]([C:10]3[CH:11]=[CH:12][CH:13]=[C:8]([N:7]4[C:3]([CH2:2][N:38]5[CH2:42][CH2:41][CH2:40][CH2:39]5)=[CH:4][N:5]=[N:6]4)[CH:9]=3)=[N:15][C:16]=2[CH:25]=1. (7) Given the reactants CC1(C)C(C)(C)OB([C:9]2[CH:17]=[CH:16][CH:15]=[C:14]3[C:10]=2[CH2:11][NH:12][C:13]3=[O:18])O1.Br[C:21]1[N:26]=[CH:25][C:24]([NH:27][C:28]([NH:30][C:31]2[CH:36]=[CH:35][CH:34]=[C:33]([CH3:37])[CH:32]=2)=[O:29])=[CH:23][CH:22]=1.NC1C=C(Br)C=CN=1.C1(C)C=CC=C(N=C=O)C=1.C([O-])([O-])=O.[Na+].[Na+], predict the reaction product. The product is: [CH3:37][C:33]1[CH:32]=[C:31]([NH:30][C:28]([NH:27][C:24]2[CH:25]=[N:26][C:21]([C:9]3[CH:17]=[CH:16][CH:15]=[C:14]4[C:10]=3[CH2:11][NH:12][C:13]4=[O:18])=[CH:22][CH:23]=2)=[O:29])[CH:36]=[CH:35][CH:34]=1. (8) Given the reactants [C:1]([O:5][C:6]([N:8]1[CH2:13][CH2:12][CH:11](CCOC(OC2C=CC=CC=2)=O)[CH2:10][CH2:9]1)=[O:7])([CH3:4])([CH3:3])[CH3:2].[CH3:26][CH:27]1[CH2:32][CH2:31][NH:30][CH2:29][CH2:28]1, predict the reaction product. The product is: [CH3:26][CH:27]1[CH2:32][CH2:31][N:30]([C:6]([O:5][CH2:1][CH2:2][CH:13]2[CH2:12][CH2:11][CH2:10][CH2:9][N:8]2[C:6]([O:5][C:1]([CH3:2])([CH3:3])[CH3:4])=[O:7])=[O:7])[CH2:29][CH2:28]1. (9) Given the reactants [Cl:1][C:2]1[CH:3]=[C:4]([C:9]2([C:22]([F:25])([F:24])[F:23])[O:13][N:12]=[C:11]([C:14]3[CH:15]=[CH:16][C:17]([CH3:21])=[C:18]([CH:20]=3)N)[CH2:10]2)[CH:5]=[C:6]([Cl:8])[CH:7]=1.CO[CH2:28][C:29]([OH:31])=O.Cl.C([N:35](CC)CCCN=C=NCC)C.[C:46](=[O:49])([O-])O.[Na+], predict the reaction product. The product is: [Cl:1][C:2]1[CH:3]=[C:4]([C:9]2([C:22]([F:23])([F:24])[F:25])[O:13][N:12]=[C:11]([C:14]3[CH:15]=[CH:16][C:17]([CH3:21])=[C:18]([CH2:46][O:49][NH:35][C:29](=[O:31])[CH3:28])[CH:20]=3)[CH2:10]2)[CH:5]=[C:6]([Cl:8])[CH:7]=1. (10) Given the reactants [CH2:1]([O:3][C:4]([C:6]1[C:7]([OH:24])=[C:8]2[C:14]([Br:15])=[C:13]([Br:16])[N:12]([C:17]3[CH:22]=[CH:21][C:20]([F:23])=[CH:19][CH:18]=3)[C:9]2=[CH:10][N:11]=1)=[O:5])[CH3:2].C1C(=O)N([Br:32])C(=O)C1, predict the reaction product. The product is: [CH2:1]([O:3][C:4]([C:6]1[C:7]([OH:24])=[C:8]2[C:14]([Br:15])=[C:13]([Br:16])[N:12]([C:17]3[CH:22]=[CH:21][C:20]([F:23])=[CH:19][CH:18]=3)[C:9]2=[C:10]([Br:32])[N:11]=1)=[O:5])[CH3:2].